From a dataset of Full USPTO retrosynthesis dataset with 1.9M reactions from patents (1976-2016). Predict the reactants needed to synthesize the given product. (1) Given the product [CH2:1]([O:8][C:9]1[C:10]([CH2:24][OH:25])=[N:11][CH:12]=[C:13]([Br:15])[CH:14]=1)[C:2]1[CH:7]=[CH:6][CH:5]=[CH:4][CH:3]=1, predict the reactants needed to synthesize it. The reactants are: [CH2:1]([O:8][C:9]1[C:10](Br)=[N:11][CH:12]=[C:13]([Br:15])[CH:14]=1)[C:2]1[CH:7]=[CH:6][CH:5]=[CH:4][CH:3]=1.C([Li])CCC.CN(C)[CH:24]=[O:25].[BH4-].[Na+].[Cl-].[NH4+]. (2) The reactants are: [C:1]1(=[C:6]2[C:11](=[O:12])[O:10][C:9]([CH3:14])([CH3:13])[O:8][C:7]2=[O:15])[CH2:5][CH2:4][CH2:3][CH2:2]1.[C-:16]#[N:17].[K+]. Given the product [CH3:14][C:9]1([CH3:13])[O:10][C:11](=[O:12])[CH:6]([C:1]2([C:16]#[N:17])[CH2:2][CH2:3][CH2:4][CH2:5]2)[C:7](=[O:15])[O:8]1, predict the reactants needed to synthesize it. (3) The reactants are: C1CCN2C(=NCCC2)CC1.Cl[C:13]1([CH3:33])[CH2:17][CH2:16][N:15](S(C2C=CC(C)=CC=2)(=O)=O)[C@@H:14]1[C:28]([O:30][CH2:31][CH3:32])=[O:29].C(OCC)C. Given the product [CH3:33][C:13]1[CH:17]=[CH:16][NH:15][C:14]=1[C:28]([O:30][CH2:31][CH3:32])=[O:29], predict the reactants needed to synthesize it. (4) Given the product [CH3:19][Si:20]([C:23]#[C:24][C:2]1[C:3]([CH2:8][C:9]([O:11][CH2:12][CH3:13])=[O:10])=[N:4][CH:5]=[CH:6][N:7]=1)([CH3:22])[CH3:21], predict the reactants needed to synthesize it. The reactants are: Cl[C:2]1[C:3]([CH2:8][C:9]([O:11][CH2:12][CH3:13])=[O:10])=[N:4][CH:5]=[CH:6][N:7]=1.CN(C=O)C.[CH3:19][Si:20]([C:23]#[CH:24])([CH3:22])[CH3:21].